This data is from Forward reaction prediction with 1.9M reactions from USPTO patents (1976-2016). The task is: Predict the product of the given reaction. (1) Given the reactants C([O:4][C:5]1[CH:6]=[C:7]([CH:11]=[C:12]([O:14][CH2:15][C:16]2[CH:21]=[CH:20][CH:19]=[CH:18][CH:17]=2)[CH:13]=1)[C:8](O)=[O:9])(=O)C.C(Cl)(=O)C(Cl)=O.C[O-].[Na+].CO.Cl.[CH3:34][N:35](C)[CH:36]=O, predict the reaction product. The product is: [CH2:15]([O:14][C:12]1[CH:11]=[C:7]([CH:6]=[C:5]([OH:4])[CH:13]=1)[C:8]([N:35]([CH3:36])[CH3:34])=[O:9])[C:16]1[CH:21]=[CH:20][CH:19]=[CH:18][CH:17]=1. (2) Given the reactants [CH2:1]([O:3][C:4]([C:6]1[CH:7]=[C:8]2[N:13]([CH:14]=1)[CH:12]=[CH:11][C:10]([CH2:15][OH:16])=[CH:9]2)=[O:5])[CH3:2].Br[C:18]1[CH:19]=[N:20][CH:21]=[CH:22][CH:23]=1, predict the reaction product. The product is: [CH2:1]([O:3][C:4]([C:6]1[CH:7]=[C:8]2[N:13]([C:14]=1[C:18]1[CH:19]=[N:20][CH:21]=[CH:22][CH:23]=1)[CH:12]=[CH:11][C:10]([CH2:15][OH:16])=[CH:9]2)=[O:5])[CH3:2]. (3) Given the reactants [C:1]([C@:3]1([NH:18][C:19](=[O:37])[C@H:20]([CH2:30][CH:31]2[CH2:36][CH2:35][CH2:34][CH2:33][CH2:32]2)[CH2:21][C:22]([N:24]2[CH2:29][CH2:28][O:27][CH2:26][CH2:25]2)=[O:23])[CH2:7][CH2:6][N:5]([CH2:8][CH:9]2[CH2:17]C3C(=CC=CC=3)[CH2:10]2)[CH2:4]1)#[N:2].C([C@]1(NC(=O)[C@@H](C[CH:65]2[CH2:70][CH2:69][CH2:68][CH2:67][CH2:66]2)CC(N2CCOCC2)=O)CCN(CC2SC(C)=CC=2)C1)#N, predict the reaction product. The product is: [C:1]([C@@:3]1([NH:18][C:19](=[O:37])[C@H:20]([CH2:30][CH:31]2[CH2:36][CH2:35][CH2:34][CH2:33][CH2:32]2)[CH2:21][C:22]([N:24]2[CH2:25][CH2:26][O:27][CH2:28][CH2:29]2)=[O:23])[CH2:7][CH2:6][N:5]([CH2:8][C:9]([CH3:17])([C:65]2[CH:70]=[CH:69][CH:68]=[CH:67][CH:66]=2)[CH3:10])[CH2:4]1)#[N:2]. (4) Given the reactants [C:1]([O:7][CH2:8][C@H:9]([C:11]1[C:19]([CH3:20])=[CH:18][C:14]2[N:15]=[CH:16][S:17][C:13]=2[C:12]=1[C:21]1[CH:26]=[CH:25][C:24]([Cl:27])=[CH:23][CH:22]=1)[OH:10])(=[O:6])[C:2]([CH3:5])([CH3:4])[CH3:3].Cl(O)(=O)(=O)=O, predict the reaction product. The product is: [C:1]([O:7][CH2:8][C@@H:9]([O:10][C:2]([CH3:4])([CH3:3])[CH3:1])[C:11]1[C:19]([CH3:20])=[CH:18][C:14]2[N:15]=[CH:16][S:17][C:13]=2[C:12]=1[C:21]1[CH:22]=[CH:23][C:24]([Cl:27])=[CH:25][CH:26]=1)(=[O:6])[C:2]([CH3:4])([CH3:5])[CH3:3].